This data is from TCR-epitope binding with 47,182 pairs between 192 epitopes and 23,139 TCRs. The task is: Binary Classification. Given a T-cell receptor sequence (or CDR3 region) and an epitope sequence, predict whether binding occurs between them. (1) The epitope is AYAQKIFKI. The TCR CDR3 sequence is CASSVRSSMNTEAFF. Result: 1 (the TCR binds to the epitope). (2) The epitope is ALSKGVHFV. The TCR CDR3 sequence is CASSEASAGTSYNEQFF. Result: 1 (the TCR binds to the epitope). (3) The epitope is QECVRGTTVL. The TCR CDR3 sequence is CASSPSPGNEQFF. Result: 1 (the TCR binds to the epitope). (4) The TCR CDR3 sequence is CSVEGSEDYGYTF. The epitope is LPPAYTNSF. Result: 0 (the TCR does not bind to the epitope).